Dataset: NCI-60 drug combinations with 297,098 pairs across 59 cell lines. Task: Regression. Given two drug SMILES strings and cell line genomic features, predict the synergy score measuring deviation from expected non-interaction effect. (1) Drug 1: C1CN(P(=O)(OC1)NCCCl)CCCl. Drug 2: CC(C)CN1C=NC2=C1C3=CC=CC=C3N=C2N. Cell line: M14. Synergy scores: CSS=-1.89, Synergy_ZIP=-0.849, Synergy_Bliss=-4.61, Synergy_Loewe=-1.79, Synergy_HSA=-3.84. (2) Drug 1: CC1=C(C=C(C=C1)NC2=NC=CC(=N2)N(C)C3=CC4=NN(C(=C4C=C3)C)C)S(=O)(=O)N.Cl. Drug 2: C1=CC(=C2C(=C1NCCNCCO)C(=O)C3=C(C=CC(=C3C2=O)O)O)NCCNCCO. Cell line: ACHN. Synergy scores: CSS=66.5, Synergy_ZIP=8.87, Synergy_Bliss=8.01, Synergy_Loewe=8.53, Synergy_HSA=10.2. (3) Drug 1: CC1=C2C(C(=O)C3(C(CC4C(C3C(C(C2(C)C)(CC1OC(=O)C(C(C5=CC=CC=C5)NC(=O)OC(C)(C)C)O)O)OC(=O)C6=CC=CC=C6)(CO4)OC(=O)C)O)C)O. Drug 2: C1=NC(=NC(=O)N1C2C(C(C(O2)CO)O)O)N. Cell line: HCT116. Synergy scores: CSS=42.6, Synergy_ZIP=-0.846, Synergy_Bliss=-1.43, Synergy_Loewe=-1.48, Synergy_HSA=-1.62. (4) Drug 1: C1CCN(CC1)CCOC2=CC=C(C=C2)C(=O)C3=C(SC4=C3C=CC(=C4)O)C5=CC=C(C=C5)O. Drug 2: CC(CN1CC(=O)NC(=O)C1)N2CC(=O)NC(=O)C2. Cell line: MDA-MB-231. Synergy scores: CSS=23.6, Synergy_ZIP=-4.87, Synergy_Bliss=-1.44, Synergy_Loewe=-3.36, Synergy_HSA=-3.16. (5) Drug 1: CCCS(=O)(=O)NC1=C(C(=C(C=C1)F)C(=O)C2=CNC3=C2C=C(C=N3)C4=CC=C(C=C4)Cl)F. Drug 2: C1CNP(=O)(OC1)N(CCCl)CCCl. Cell line: T-47D. Synergy scores: CSS=-0.157, Synergy_ZIP=-0.583, Synergy_Bliss=-2.60, Synergy_Loewe=-3.79, Synergy_HSA=-3.83. (6) Drug 1: CN(C(=O)NC(C=O)C(C(C(CO)O)O)O)N=O. Drug 2: B(C(CC(C)C)NC(=O)C(CC1=CC=CC=C1)NC(=O)C2=NC=CN=C2)(O)O. Cell line: ACHN. Synergy scores: CSS=47.4, Synergy_ZIP=1.22, Synergy_Bliss=-0.814, Synergy_Loewe=-35.5, Synergy_HSA=-2.70.